From a dataset of Forward reaction prediction with 1.9M reactions from USPTO patents (1976-2016). Predict the product of the given reaction. (1) Given the reactants ClC1C=CC(C([N:8]([C:10](=[O:27])[C@H:11]([NH:16][C:17]2[CH:22]=[CH:21][C:20]([C:23]#[N:24])=[C:19]([Cl:25])[C:18]=2[CH3:26])[C:12]([OH:15])([CH3:14])[CH3:13])[NH2:9])=O)=CC=1.CCN(P1(N(C)CCCN1C)=N[C:37]([CH3:40])([CH3:39])[CH3:38])CC, predict the reaction product. The product is: [Cl:25][C:19]1[C:18]([CH3:26])=[C:17]([NH:16][C@@H:11]([C:10]2[O:27][C:40]([C:37]3[CH:38]=[CH:20][C:19]([Cl:25])=[CH:18][CH:39]=3)=[N:9][N:8]=2)[C:12]([OH:15])([CH3:13])[CH3:14])[CH:22]=[CH:21][C:20]=1[C:23]#[N:24]. (2) Given the reactants F[C:2]1[CH:7]=[CH:6][C:5]([N+:8]([O-:10])=[O:9])=[CH:4][C:3]=1[C:11]([N:13]1[CH2:18][CH2:17][N:16]([C:19]2[CH:24]=[CH:23][CH:22]=[CH:21][C:20]=2[F:25])[CH2:15][CH2:14]1)=[O:12].[NH:26]1[CH2:31][CH2:30][O:29][CH2:28][CH2:27]1, predict the reaction product. The product is: [F:25][C:20]1[CH:21]=[CH:22][CH:23]=[CH:24][C:19]=1[N:16]1[CH2:17][CH2:18][N:13]([C:11]([C:3]2[CH:4]=[C:5]([N+:8]([O-:10])=[O:9])[CH:6]=[CH:7][C:2]=2[N:26]2[CH2:31][CH2:30][O:29][CH2:28][CH2:27]2)=[O:12])[CH2:14][CH2:15]1. (3) Given the reactants [F:1][C:2]1[C:7]([F:8])=[CH:6][C:5]([N+:9]([O-])=O)=[CH:4][C:3]=1[C@:12]1([CH2:20][F:21])[C@H:18]2[C@H:16]([CH2:17]2)[S:15][C:14]([NH2:19])=[N:13]1, predict the reaction product. The product is: [NH2:9][C:5]1[CH:6]=[C:7]([F:8])[C:2]([F:1])=[C:3]([C@:12]2([CH2:20][F:21])[C@H:18]3[C@H:16]([CH2:17]3)[S:15][C:14]([NH2:19])=[N:13]2)[CH:4]=1. (4) The product is: [Cl:12][C:13]1[CH:14]=[C:15]([CH:29]=[CH:30][C:31]=1[Cl:32])[CH2:16][N:17]1[CH2:22][CH2:21][N:20]([CH2:23][CH:24]([NH:28][C:8]2[O:9][C:5]3[CH:4]=[CH:3][C:2]([CH3:1])=[CH:11][C:6]=3[N:7]=2)[CH:25]([CH3:27])[CH3:26])[CH2:19][CH2:18]1. Given the reactants [CH3:1][C:2]1[CH:3]=[CH:4][C:5]2[O:9][C:8](=S)[NH:7][C:6]=2[CH:11]=1.[Cl:12][C:13]1[CH:14]=[C:15]([CH:29]=[CH:30][C:31]=1[Cl:32])[CH2:16][N:17]1[CH2:22][CH2:21][N:20]([CH2:23][CH:24]([NH2:28])[CH:25]([CH3:27])[CH3:26])[CH2:19][CH2:18]1, predict the reaction product. (5) Given the reactants Br[C:2]1[C:7](=[O:8])[N:6]([CH2:9][C:10]2[CH:15]=[CH:14][C:13]([C:16]3[C:17]([C:22]#[N:23])=[CH:18][CH:19]=[CH:20][CH:21]=3)=[CH:12][C:11]=2[F:24])[C:5]([CH2:25][CH2:26][CH2:27][CH3:28])=[N:4][C:3]=1[CH3:29].[O:30]1[C:34]2[CH:35]=[CH:36][C:37](B(O)O)=[CH:38][C:33]=2[CH2:32][CH2:31]1.C(=O)([O-])[O-].[Cs+].[Cs+], predict the reaction product. The product is: [CH2:25]([C:5]1[N:6]([CH2:9][C:10]2[CH:15]=[CH:14][C:13]([C:16]3[C:17]([C:22]#[N:23])=[CH:18][CH:19]=[CH:20][CH:21]=3)=[CH:12][C:11]=2[F:24])[C:7](=[O:8])[C:2]([C:37]2[CH:36]=[CH:35][C:34]3[O:30][CH2:31][CH2:32][C:33]=3[CH:38]=2)=[C:3]([CH3:29])[N:4]=1)[CH2:26][CH2:27][CH3:28]. (6) Given the reactants [Cl:1][C:2]1[CH:7]=[CH:6][CH:5]=[C:4]([F:8])[C:3]=1[C:9]([F:12])([F:11])[F:10].C([Li])(CC)C.C1CCCCC1.[CH3:24][Si:25](Cl)([CH3:27])[CH3:26], predict the reaction product. The product is: [Cl:1][C:2]1[CH:7]=[CH:6][C:5]([Si:25]([CH3:27])([CH3:26])[CH3:24])=[C:4]([F:8])[C:3]=1[C:9]([F:12])([F:10])[F:11]. (7) Given the reactants [N:1]1([C:13]([O:15][C:16]([CH3:19])([CH3:18])[CH3:17])=[O:14])[CH2:12][CH2:11][CH2:10][C@H:2]1[C:3]([NH:5][CH2:6][C:7]([OH:9])=O)=[O:4].CN1CCOCC1.[NH2:27][CH2:28][CH2:29][CH2:30][OH:31], predict the reaction product. The product is: [N:1]1([C:13]([O:15][C:16]([CH3:19])([CH3:18])[CH3:17])=[O:14])[CH2:12][CH2:11][CH2:10][C@H:2]1[C:3]([NH:5][CH2:6][C:7]([NH:27][CH2:28][CH2:29][CH2:30][OH:31])=[O:9])=[O:4].